This data is from Full USPTO retrosynthesis dataset with 1.9M reactions from patents (1976-2016). The task is: Predict the reactants needed to synthesize the given product. (1) Given the product [CH3:13][O:12][C:8]1[C:7]([O:14][CH3:15])=[C:6]2[C:11]([C:2]([NH:17][C@@H:18]3[CH2:22][O:21][CH2:20][C@H:19]3[OH:23])=[N:3][CH:4]=[N:5]2)=[CH:10][CH:9]=1, predict the reactants needed to synthesize it. The reactants are: Cl[C:2]1[C:11]2[C:6](=[C:7]([O:14][CH3:15])[C:8]([O:12][CH3:13])=[CH:9][CH:10]=2)[N:5]=[CH:4][N:3]=1.Cl.[NH2:17][CH:18]1[CH2:22][O:21][CH2:20][CH:19]1[OH:23].CCN(C(C)C)C(C)C. (2) Given the product [Cl:29][C:26]1[CH:25]=[CH:24][C:23]([CH2:22][C:15]2[C:16]3[C:17](=[O:18])[NH:9][C:10](=[O:37])[NH:11][C:12]=3[O:13][C:14]=2[C:30]2[CH:35]=[CH:34][CH:33]=[C:32]([Cl:36])[CH:31]=2)=[CH:28][CH:27]=1, predict the reactants needed to synthesize it. The reactants are: C([NH:9][C:10](=[O:37])[NH:11][C:12]1[O:13][C:14]([C:30]2[CH:35]=[CH:34][CH:33]=[C:32]([Cl:36])[CH:31]=2)=[C:15]([CH2:22][C:23]2[CH:28]=[CH:27][C:26]([Cl:29])=[CH:25][CH:24]=2)[C:16]=1[C:17](OCC)=[O:18])(=O)C1C=CC=CC=1.[O-]CC.[Na+]. (3) Given the product [F:1][C:2]([F:16])([F:17])[C:3]1[CH:4]=[C:5]([C@H:13]([O:15][S:19]([CH3:18])(=[O:21])=[O:20])[CH3:14])[CH:6]=[C:7]([C:9]([F:10])([F:11])[F:12])[CH:8]=1, predict the reactants needed to synthesize it. The reactants are: [F:1][C:2]([F:17])([F:16])[C:3]1[CH:4]=[C:5]([C@H:13]([OH:15])[CH3:14])[CH:6]=[C:7]([C:9]([F:12])([F:11])[F:10])[CH:8]=1.[CH3:18][S:19](Cl)(=[O:21])=[O:20].C(N(CC)CC)C.Cl. (4) Given the product [Cl:1][C:2]1[CH:3]=[C:4]([C@@H:16]([CH2:20][CH:21]2[CH2:25][CH2:24][CH2:23][CH2:22]2)[C:17]([NH:32][C:33]2[CH:37]=[CH:36][N:35]([CH2:38][C:39]([OH:41])([CH3:40])[CH3:42])[N:34]=2)=[O:19])[CH:5]=[CH:6][C:7]=1[S:8]([CH:11]1[CH2:12][CH2:13][CH2:14][CH2:15]1)(=[O:9])=[O:10], predict the reactants needed to synthesize it. The reactants are: [Cl:1][C:2]1[CH:3]=[C:4]([C@@H:16]([CH2:20][CH:21]2[CH2:25][CH2:24][CH2:23][CH2:22]2)[C:17]([OH:19])=O)[CH:5]=[CH:6][C:7]=1[S:8]([CH:11]1[CH2:15][CH2:14][CH2:13][CH2:12]1)(=[O:10])=[O:9].C(Cl)(=O)C(Cl)=O.[NH2:32][C:33]1[CH:37]=[CH:36][N:35]([CH2:38][C:39]([CH3:42])([OH:41])[CH3:40])[N:34]=1.N1C(C)=CC=CC=1C. (5) Given the product [NH2:19][CH2:23][C:24]1[CH:39]=[CH:38][C:27]2[N:28]([CH2:33][CH2:34][CH:35]([CH3:36])[CH3:37])[C:29]([CH2:31][N:1]3[C:9]4[C:4](=[CH:5][CH:6]=[CH:7][CH:8]=4)[C:3]4([CH2:12][CH2:11][CH2:10]4)[C:2]3=[O:13])=[N:30][C:26]=2[CH:25]=1, predict the reactants needed to synthesize it. The reactants are: [NH:1]1[C:9]2[C:4](=[CH:5][CH:6]=[CH:7][CH:8]=2)[C:3]2([CH2:12][CH2:11][CH2:10]2)[C:2]1=[O:13].Cl.C([N:19]([CH2:23][C:24]1[CH:39]=[CH:38][C:27]2[N:28]([CH2:33][CH2:34][CH:35]([CH3:37])[CH3:36])[C:29]([CH2:31]Cl)=[N:30][C:26]=2[CH:25]=1)C(=O)O)(C)(C)C. (6) Given the product [C:24]12([CH2:34][O:35][C:36]3[C:44]([Br:45])=[CH:43][C:39]([C:40]([NH:59][S:56]([CH3:55])(=[O:58])=[O:57])=[O:41])=[C:38]([F:46])[CH:37]=3)[CH2:33][CH:28]3[CH2:29][CH:30]([CH2:32][CH:26]([CH2:27]3)[CH2:25]1)[CH2:31]2, predict the reactants needed to synthesize it. The reactants are: C12(COC3C(I)=CC(C(O)=O)=C(F)C=3)CC3CC(CC(C3)C1)C2.[C:24]12([CH2:34][O:35][C:36]3[C:44]([Br:45])=[CH:43][C:39]([C:40](O)=[O:41])=[C:38]([F:46])[CH:37]=3)[CH2:33][CH:28]3[CH2:29][CH:30]([CH2:32][CH:26]([CH2:27]3)[CH2:25]1)[CH2:31]2.N1(S(N)(=O)=O)CCC1.[CH3:55][S:56]([NH2:59])(=[O:58])=[O:57]. (7) Given the product [CH3:22][O:23][C:24]([C:25]1[CH:33]=[CH:32][C:28]([C:29]([NH:1][CH:2]2[CH2:7][CH2:6][CH:5]([O:8][C:9](=[O:11])[CH3:10])[CH2:4][CH:3]2[C:12]2[CH:17]=[CH:16][C:15]([O:18][CH3:19])=[C:14]([O:20][CH3:21])[CH:13]=2)=[O:30])=[CH:27][CH:26]=1)=[O:34], predict the reactants needed to synthesize it. The reactants are: [NH2:1][CH:2]1[CH2:7][CH2:6][CH:5]([O:8][C:9](=[O:11])[CH3:10])[CH2:4][CH:3]1[C:12]1[CH:17]=[CH:16][C:15]([O:18][CH3:19])=[C:14]([O:20][CH3:21])[CH:13]=1.[CH3:22][O:23][C:24](=[O:34])[C:25]1[CH:33]=[CH:32][C:28]([C:29](O)=[O:30])=[CH:27][CH:26]=1.Cl.C(N=C=NCCCN(C)C)C.Cl.